Task: Predict the reaction yield, written as a fraction of the theoretical maximum amount of product (1.0 means a 100% yield; for example, 0.34 means a 34% yield).. Dataset: Reaction yield outcomes from USPTO patents with 853,638 reactions (1) The reactants are C(N(CC)CC)C.[N+:8]([C:11]1[CH:19]=[CH:18][CH:17]=[C:16]2[C:12]=1[CH:13]=[N:14][NH:15]2)([O-:10])=[O:9].[CH3:20][C:21]([O:24][C:25](O[C:25]([O:24][C:21]([CH3:23])([CH3:22])[CH3:20])=[O:26])=[O:26])([CH3:23])[CH3:22]. The catalyst is ClCCl. The product is [N+:8]([C:11]1[CH:19]=[CH:18][CH:17]=[C:16]2[C:12]=1[CH:13]=[N:14][N:15]2[C:25]([O:24][C:21]([CH3:23])([CH3:22])[CH3:20])=[O:26])([O-:10])=[O:9]. The yield is 0.970. (2) The reactants are [CH3:1][C:2]1[C:7]([O:8][CH3:9])=[C:6]([CH3:10])[C:5]([C:11]2[C:16]([CH3:17])=[C:15]([O:18][CH3:19])[C:14]([CH3:20])=[CH:13][C:12]=2[P:21]([C:33]2[CH:38]=[C:37]([CH3:39])[C:36]([O:40][CH3:41])=[C:35]([CH3:42])[CH:34]=2)([C:23]2[CH:28]=[C:27]([CH3:29])[C:26]([O:30][CH3:31])=[C:25]([CH3:32])[CH:24]=2)=O)=[C:4]([P:43]([C:55]2[CH:60]=[C:59]([CH3:61])[C:58]([O:62][CH3:63])=[C:57]([CH3:64])[CH:56]=2)([C:45]2[CH:50]=[C:49]([CH3:51])[C:48]([O:52][CH3:53])=[C:47]([CH3:54])[CH:46]=2)=O)[CH:3]=1.C(N(CC)CC)C.Cl[SiH](Cl)Cl. No catalyst specified. The product is [CH3:20][C:14]1[C:15]([O:18][CH3:19])=[C:16]([CH3:17])[C:11]([C:5]2[C:6]([CH3:10])=[C:7]([O:8][CH3:9])[C:2]([CH3:1])=[CH:3][C:4]=2[P:43]([C:45]2[CH:50]=[C:49]([CH3:51])[C:48]([O:52][CH3:53])=[C:47]([CH3:54])[CH:46]=2)[C:55]2[CH:56]=[C:57]([CH3:64])[C:58]([O:62][CH3:63])=[C:59]([CH3:61])[CH:60]=2)=[C:12]([P:21]([C:33]2[CH:38]=[C:37]([CH3:39])[C:36]([O:40][CH3:41])=[C:35]([CH3:42])[CH:34]=2)[C:23]2[CH:24]=[C:25]([CH3:32])[C:26]([O:30][CH3:31])=[C:27]([CH3:29])[CH:28]=2)[CH:13]=1. The yield is 0.780. (3) The reactants are C(NC(C)C)(C)C.C([Li])CCC.CCCCCC.[C:19]([O:22][C:23]([CH3:26])([CH3:25])[CH3:24])(=[O:21])[CH3:20].[CH:27]([C:29]1[CH:38]=[CH:37][C:32]([C:33]([O:35][CH3:36])=[O:34])=[CH:31][CH:30]=1)=[O:28].C(O)(=O)C. The catalyst is O1CCCC1. The product is [C:23]([O:22][C:19]([CH2:20][CH:27]([C:29]1[CH:38]=[CH:37][C:32]([C:33]([O:35][CH3:36])=[O:34])=[CH:31][CH:30]=1)[OH:28])=[O:21])([CH3:26])([CH3:25])[CH3:24]. The yield is 0.840. (4) The reactants are [F:1][C:2]1[CH:3]=[CH:4][CH:5]=[C:6]2[C:10]=1[NH:9][C:8](=[O:11])[CH2:7]2.[Cl-].[Li+].C([Li])CCC.Br[CH2:20][CH2:21][CH2:22][CH2:23][CH2:24]Br. The catalyst is O1CCCC1. The product is [F:1][C:2]1[CH:3]=[CH:4][CH:5]=[C:6]2[C:10]=1[NH:9][C:8](=[O:11])[C:7]12[CH2:24][CH2:23][CH2:22][CH2:21][CH2:20]1. The yield is 0.540. (5) The reactants are [NH2:1][C:2]1[CH:10]=[CH:9][C:8]([C:11]2[N:12]([C:27]([O:29][C:30]([CH3:33])([CH3:32])[CH3:31])=[O:28])[C:13]3[C:18]([CH:19]=2)=[CH:17][C:16]([CH2:20][N:21]2[CH2:26][CH2:25][CH2:24][CH2:23][CH2:22]2)=[CH:15][CH:14]=3)=[C:7]2[C:3]=1[CH2:4][NH:5][C:6]2=[O:34].C(N(CC)CC)C.[CH:42]1([C:45](Cl)=[O:46])[CH2:44][CH2:43]1.O. The catalyst is C(OCC)(=O)C. The product is [CH:42]1([C:45]([NH:1][C:2]2[CH:10]=[CH:9][C:8]([C:11]3[N:12]([C:27]([O:29][C:30]([CH3:31])([CH3:33])[CH3:32])=[O:28])[C:13]4[C:18]([CH:19]=3)=[CH:17][C:16]([CH2:20][N:21]3[CH2:26][CH2:25][CH2:24][CH2:23][CH2:22]3)=[CH:15][CH:14]=4)=[C:7]3[C:3]=2[CH2:4][NH:5][C:6]3=[O:34])=[O:46])[CH2:44][CH2:43]1. The yield is 0.260. (6) The reactants are Br[C:2]1[CH:24]=[CH:23][C:5]2[C:6]3[N:10]([CH2:11][CH2:12][O:13][C:4]=2[CH:3]=1)[CH:9]=[C:8]([C:14]1[N:15]([CH:20]([CH3:22])[CH3:21])[N:16]=[C:17]([CH3:19])[N:18]=1)[N:7]=3.[C:25]([O:29][C:30]([N:32]1[CH2:37][CH:36]=[C:35](B2OC(C)(C)C(C)(C)O2)[CH2:34][CH2:33]1)=[O:31])([CH3:28])([CH3:27])[CH3:26].C(Cl)Cl.C(=O)([O-])[O-].[K+].[K+]. The catalyst is CN(C=O)C.C(OCC)(=O)C.O. The product is [C:25]([O:29][C:30]([N:32]1[CH2:33][CH:34]=[C:35]([C:2]2[CH:24]=[CH:23][C:5]3[C:6]4[N:10]([CH2:11][CH2:12][O:13][C:4]=3[CH:3]=2)[CH:9]=[C:8]([C:14]2[N:15]([CH:20]([CH3:22])[CH3:21])[N:16]=[C:17]([CH3:19])[N:18]=2)[N:7]=4)[CH2:36][CH2:37]1)=[O:31])([CH3:28])([CH3:26])[CH3:27]. The yield is 0.990.